Dataset: Forward reaction prediction with 1.9M reactions from USPTO patents (1976-2016). Task: Predict the product of the given reaction. (1) Given the reactants [C:1]1([CH:7]([C:16]2[CH:21]=[CH:20][CH:19]=[CH:18][CH:17]=2)[N:8]2[CH2:11][C:10]([OH:15])([C:12](N)=[O:13])[CH2:9]2)[CH:6]=[CH:5][CH:4]=[CH:3][CH:2]=1.[OH-:22].[Na+], predict the reaction product. The product is: [C:1]1([CH:7]([C:16]2[CH:21]=[CH:20][CH:19]=[CH:18][CH:17]=2)[N:8]2[CH2:11][C:10]([OH:15])([C:12]([OH:22])=[O:13])[CH2:9]2)[CH:6]=[CH:5][CH:4]=[CH:3][CH:2]=1. (2) Given the reactants [CH3:1][N:2]([CH3:17])[C:3]1[CH:12]=[CH:11][C:10]([N+:13]([O-])=O)=[C:9]2[C:4]=1[CH:5]=[CH:6][C:7]([CH3:16])=[N:8]2.S(S([O-])=O)([O-])=O.[Na+].[Na+].[OH-].[Na+], predict the reaction product. The product is: [CH3:16][C:7]1[CH:6]=[CH:5][C:4]2[C:9](=[C:10]([NH2:13])[CH:11]=[CH:12][C:3]=2[N:2]([CH3:17])[CH3:1])[N:8]=1. (3) Given the reactants CC1(C)O[C:7](=[O:8])[CH2:6][C:4](=[O:5])[O:3]1.[CH2:11](Cl)[CH3:12].[NH2:14][CH2:15][C:16]([OH:18])=[O:17].C(N(CC)CC)C.C(OCC)(=O)C, predict the reaction product. The product is: [CH2:11]([O:17][C:16](=[O:18])[CH2:15][NH:14][C:7](=[O:8])[CH2:6][C:4]([OH:5])=[O:3])[CH3:12]. (4) Given the reactants CS(O[CH2:6][CH2:7][O:8][C:9]1[CH:14]=[CH:13][C:12]([CH2:15][N:16]([C:31]([O:33][C:34]([CH3:37])([CH3:36])[CH3:35])=[O:32])[CH2:17][C@H:18]([OH:30])[C:19]2[C:27]3[S:26][C:25](=[O:28])[NH:24][C:23]=3[C:22]([OH:29])=[CH:21][CH:20]=2)=[CH:11][CH:10]=1)(=O)=O.[C:38]1([C:44]2[S:45][CH:46]=[C:47]([C:49]([N:51]3[CH2:56][C:55]4([CH2:61][CH2:60][NH:59][CH2:58][CH2:57]4)[O:54][CH2:53][CH2:52]3)=[O:50])[N:48]=2)[CH:43]=[CH:42][CH:41]=[CH:40][CH:39]=1.C(N(CC)CC)C, predict the reaction product. The product is: [OH:30][C@H:18]([C:19]1[C:27]2[S:26][C:25](=[O:28])[NH:24][C:23]=2[C:22]([OH:29])=[CH:21][CH:20]=1)[CH2:17][N:16]([CH2:15][C:12]1[CH:13]=[CH:14][C:9]([O:8][CH2:7][CH2:6][N:59]2[CH2:60][CH2:61][C:55]3([O:54][CH2:53][CH2:52][N:51]([C:49]([C:47]4[N:48]=[C:44]([C:38]5[CH:39]=[CH:40][CH:41]=[CH:42][CH:43]=5)[S:45][CH:46]=4)=[O:50])[CH2:56]3)[CH2:57][CH2:58]2)=[CH:10][CH:11]=1)[C:31](=[O:32])[O:33][C:34]([CH3:35])([CH3:37])[CH3:36]. (5) Given the reactants I[C:2]1[C:10]2[C:5](=[N:6][CH:7]=[N:8][C:9]=2[NH2:11])[N:4]([CH2:12][C:13]2[CH:14]=[C:15]3[N:20]([C:21]=2[C:22]2[CH:23]=[N:24][CH:25]=[CH:26][CH:27]=2)[CH:19]=[CH:18][CH:17]=[CH:16]3)[N:3]=1.[F:28][C:29]1[CH:30]=[C:31](B(O)O)[CH:32]=[C:33]([OH:35])[CH:34]=1.CCO.C([O-])([O-])=O.[Na+].[Na+], predict the reaction product. The product is: [NH2:11][C:9]1[N:8]=[CH:7][N:6]=[C:5]2[N:4]([CH2:12][C:13]3[CH:14]=[C:15]4[N:20]([C:21]=3[C:22]3[CH:23]=[N:24][CH:25]=[CH:26][CH:27]=3)[CH:19]=[CH:18][CH:17]=[CH:16]4)[N:3]=[C:2]([C:31]3[CH:32]=[C:33]([OH:35])[CH:34]=[C:29]([F:28])[CH:30]=3)[C:10]=12. (6) Given the reactants [CH3:1][C:2]1([CH3:18])[O:10][C@H:9]2[C@H:4]([C@@H:5]([CH2:16][OH:17])[O:6][C@@H:7]3[O:13][C:12]([CH3:15])([CH3:14])[O:11][C@@H:8]32)[O:3]1.[CH3:19][C:20]1[CH:24]=[C:23]([CH3:25])[NH:22][C:21]=1/[CH:26]=[C:27]1\[C:28](=[O:39])[N:29]([C:36](Cl)=[O:37])[C:30]2[C:35]\1=[CH:34][CH:33]=[CH:32][CH:31]=2, predict the reaction product. The product is: [CH3:15][C:12]1([CH3:14])[O:13][C@H:7]2[O:6][CH:5]([CH2:16][O:17][C:36]([N:29]3[C:30]4[C:35](=[CH:34][CH:33]=[CH:32][CH:31]=4)/[C:27](=[CH:26]/[C:21]4[NH:22][C:23]([CH3:25])=[CH:24][C:20]=4[CH3:19])/[C:28]3=[O:39])=[O:37])[C@@H:4]3[O:3][C:2]([CH3:18])([CH3:1])[O:10][C@@H:9]3[C@H:8]2[O:11]1. (7) Given the reactants Br[C:2](Br)=[CH:3][C@@H:4]1[CH2:8][CH2:7][CH2:6][N:5]1[C:9]([O:11][C:12]([CH3:15])([CH3:14])[CH3:13])=[O:10].C([Li])(CC)C.[Cl-].[NH4+], predict the reaction product. The product is: [C:3]([C@@H:4]1[CH2:8][CH2:7][CH2:6][N:5]1[C:9]([O:11][C:12]([CH3:15])([CH3:14])[CH3:13])=[O:10])#[CH:2]. (8) Given the reactants Br[CH2:2][C:3]1[N:13]([CH2:14][C:15]([CH3:18])([CH3:17])[CH3:16])[C:6]2[N:7]=[C:8]([C:11]#[N:12])[N:9]=[CH:10][C:5]=2[CH:4]=1.[CH3:19][O:20][C:21]1[CH:26]=[C:25]([O:27][CH3:28])[CH:24]=[CH:23][C:22]=1[CH:29]1[CH2:34][CH2:33][NH:32][CH2:31][CH2:30]1.C(=O)([O-])[O-].[K+].[K+], predict the reaction product. The product is: [CH3:19][O:20][C:21]1[CH:26]=[C:25]([O:27][CH3:28])[CH:24]=[CH:23][C:22]=1[CH:29]1[CH2:30][CH2:31][N:32]([CH2:2][C:3]2[N:13]([CH2:14][C:15]([CH3:18])([CH3:17])[CH3:16])[C:6]3[N:7]=[C:8]([C:11]#[N:12])[N:9]=[CH:10][C:5]=3[CH:4]=2)[CH2:33][CH2:34]1.